From a dataset of Reaction yield outcomes from USPTO patents with 853,638 reactions. Predict the reaction yield, written as a fraction of the theoretical maximum amount of product (1.0 means a 100% yield; for example, 0.34 means a 34% yield). The reactants are Br[C:2]1[S:17][C:5]2[N:6]([CH3:16])[C:7](=[O:15])[N:8]([CH2:11][CH2:12][CH2:13][OH:14])[C:9](=[O:10])[C:4]=2[C:3]=1[CH3:18].[Cl:19][C:20]1[CH:21]=[C:22](B(O)O)[CH:23]=[CH:24][C:25]=1[Cl:26].[O-]P([O-])([O-])=O.[K+].[K+].[K+]. The catalyst is O1CCOCC1.CC(=O)OCC.C1C=CC([P]([Pd]([P](C2C=CC=CC=2)(C2C=CC=CC=2)C2C=CC=CC=2)([P](C2C=CC=CC=2)(C2C=CC=CC=2)C2C=CC=CC=2)[P](C2C=CC=CC=2)(C2C=CC=CC=2)C2C=CC=CC=2)(C2C=CC=CC=2)C2C=CC=CC=2)=CC=1. The product is [Cl:19][C:20]1[CH:21]=[C:22]([C:2]2[S:17][C:5]3[N:6]([CH3:16])[C:7](=[O:15])[N:8]([CH2:11][CH2:12][CH2:13][OH:14])[C:9](=[O:10])[C:4]=3[C:3]=2[CH3:18])[CH:23]=[CH:24][C:25]=1[Cl:26]. The yield is 0.274.